This data is from Full USPTO retrosynthesis dataset with 1.9M reactions from patents (1976-2016). The task is: Predict the reactants needed to synthesize the given product. (1) Given the product [CH2:1]([O:5][C:6]([C:8]1[N:9]=[C:10]([O:26][CH3:27])[C:11]2[C:16]([C:17]=1[O:18][CH2:19][C:20]1[CH:21]=[CH:22][CH:23]=[CH:24][CH:25]=1)=[CH:15][CH:14]=[CH:13][CH:12]=2)=[O:7])[CH2:2][CH2:3][CH3:4], predict the reactants needed to synthesize it. The reactants are: [CH2:1]([O:5][C:6]([C:8]1[N:9]=[C:10]([OH:26])[C:11]2[C:16]([C:17]=1[O:18][CH2:19][C:20]1[CH:25]=[CH:24][CH:23]=[CH:22][CH:21]=1)=[CH:15][CH:14]=[CH:13][CH:12]=2)=[O:7])[CH2:2][CH2:3][CH3:4].[CH2:27](Cl)Cl. (2) Given the product [CH3:1][O:2][C:3]([C:5]1[C:6]2[CH:7]=[N:8][N:9]([CH2:15][CH2:16][CH3:17])[C:10]=2[CH:11]=[C:12]([Br:14])[CH:13]=1)=[O:4].[CH3:1][O:2][C:3]([C:5]1[C:6]2[C:10]([CH:11]=[C:12]([Br:14])[CH:13]=1)=[N:9][N:8]([CH2:15][CH2:16][CH3:17])[CH:7]=2)=[O:4], predict the reactants needed to synthesize it. The reactants are: [CH3:1][O:2][C:3]([C:5]1[C:6]2[CH:7]=[N:8][NH:9][C:10]=2[CH:11]=[C:12]([Br:14])[CH:13]=1)=[O:4].[CH2:15](Br)[CH2:16][CH3:17].